From a dataset of Forward reaction prediction with 1.9M reactions from USPTO patents (1976-2016). Predict the product of the given reaction. (1) Given the reactants C1(C)C=CC=CC=1P(C1C=CC=CC=1C)C1C=CC=CC=1C.[C:23]([O:27][CH3:28])(=[O:26])[CH:24]=[CH2:25].C(N(CC)CC)C.[NH2:36][C:37]1[CH:42]=[CH:41][CH:40]=[C:39](Br)[N:38]=1, predict the reaction product. The product is: [CH3:28][O:27][C:23](=[O:26])[CH:24]=[CH:25][C:39]1[CH:40]=[CH:41][CH:42]=[C:37]([NH2:36])[N:38]=1. (2) Given the reactants [NH2:1][CH:2]1[C:8](=[O:9])[NH:7][C:6]2[CH:10]=[CH:11][CH:12]=[CH:13][C:5]=2[CH2:4][CH2:3]1.[C:14]([NH:21][C@@H:22]([CH2:26][CH3:27])[C:23](O)=[O:24])([O:16][C:17]([CH3:20])([CH3:19])[CH3:18])=[O:15].C1C=CC2N(O)N=NC=2C=1.O.CN(C(ON1N=NC2C=CC=CC1=2)=[N+](C)C)C.F[P-](F)(F)(F)(F)F, predict the reaction product. The product is: [C:17]([O:16][C:14](=[O:15])[NH:21][C@H:22]([C:23](=[O:24])[NH:1][CH:2]1[C:8](=[O:9])[NH:7][C:6]2[CH:10]=[CH:11][CH:12]=[CH:13][C:5]=2[CH2:4][CH2:3]1)[CH2:26][CH3:27])([CH3:18])([CH3:19])[CH3:20]. (3) Given the reactants [F:1][C:2]1[CH:7]=[CH:6][CH:5]=[CH:4][C:3]=1[CH2:8][CH2:9][CH2:10][C:11]([OH:13])=O.C(Cl)(=O)C(Cl)=O.[Cl-].[Al+3].[Cl-].[Cl-], predict the reaction product. The product is: [F:1][C:2]1[CH:7]=[CH:6][CH:5]=[C:4]2[C:3]=1[CH2:8][CH2:9][CH2:10][C:11]2=[O:13]. (4) Given the reactants C(OC(=O)[NH:7][C@@H:8]1[CH2:12][CH2:11][N:10]([C:13]2[C:22]3[C:17](=[CH:18][C:19]([CH3:23])=[CH:20][CH:21]=3)[N:16]=[C:15]([C:24]3[CH:29]=[CH:28][CH:27]=[CH:26][C:25]=3[OH:30])[N:14]=2)[CH2:9]1)(C)(C)C.C(O)(C(F)(F)F)=O, predict the reaction product. The product is: [NH2:7][C@@H:8]1[CH2:12][CH2:11][N:10]([C:13]2[C:22]3[C:17](=[CH:18][C:19]([CH3:23])=[CH:20][CH:21]=3)[N:16]=[C:15]([C:24]3[CH:29]=[CH:28][CH:27]=[CH:26][C:25]=3[OH:30])[N:14]=2)[CH2:9]1. (5) Given the reactants Br[C:2]1[CH:11]=[CH:10][CH:9]=[C:8]2[C:3]=1[CH2:4][CH2:5][O:6][CH:7]2[CH2:12][OH:13].[CH3:14][N:15](CCN(C)C)C, predict the reaction product. The product is: [OH:13][CH2:12][CH:7]1[C:8]2[CH:9]=[CH:10][CH:11]=[C:2]([C:14]#[N:15])[C:3]=2[CH2:4][CH2:5][O:6]1. (6) Given the reactants [NH2:1][C:2]1[CH:11]=[CH:10][C:5]([C:6]([O:8][CH3:9])=[O:7])=[CH:4][C:3]=1[Cl:12].C(N(C(C)C)CC)(C)C.[O:22]=[C:23]1[C:28]([C:29](Cl)=[O:30])=[CH:27][CH:26]=[CH:25][NH:24]1, predict the reaction product. The product is: [Cl:12][C:3]1[CH:4]=[C:5]([CH:10]=[CH:11][C:2]=1[NH:1][C:29]([C:28]1[C:23]([OH:22])=[N:24][CH:25]=[CH:26][CH:27]=1)=[O:30])[C:6]([O:8][CH3:9])=[O:7]. (7) Given the reactants [S:1]1[CH:5]=[CH:4][CH:3]=[C:2]1[CH:6]=O.[CH3:8][O:9][CH2:10][CH2:11][NH2:12].[C:13]1(=[O:24])[O:19][C:17](=O)[C:16]2=[CH:20][CH:21]=[CH:22][CH:23]=[C:15]2[CH2:14]1.[F:25][C:26]([F:36])([F:35])[O:27][C:28]1[CH:34]=[CH:33][C:31]([NH2:32])=[CH:30][CH:29]=1, predict the reaction product. The product is: [CH3:8][O:9][CH2:10][CH2:11][N:12]1[CH:6]([C:2]2[S:1][CH:5]=[CH:4][CH:3]=2)[CH:14]([C:13]([NH:32][C:31]2[CH:33]=[CH:34][C:28]([O:27][C:26]([F:25])([F:35])[F:36])=[CH:29][CH:30]=2)=[O:24])[C:15]2[C:16](=[CH:20][CH:21]=[CH:22][CH:23]=2)[C:17]1=[O:19]. (8) Given the reactants [F:1][C:2]([F:17])([F:16])[C:3]1[CH:8]=[CH:7][C:6]([N:9]2[CH2:14][CH2:13][CH:12]([OH:15])[CH2:11][CH2:10]2)=[CH:5][CH:4]=1.[OH-].[Na+].Br[CH2:21][C:22]([O:24][C:25]([CH3:28])([CH3:27])[CH3:26])=[O:23], predict the reaction product. The product is: [C:25]([O:24][C:22](=[O:23])[CH2:21][O:15][CH:12]1[CH2:13][CH2:14][N:9]([C:6]2[CH:5]=[CH:4][C:3]([C:2]([F:1])([F:16])[F:17])=[CH:8][CH:7]=2)[CH2:10][CH2:11]1)([CH3:28])([CH3:27])[CH3:26].